From a dataset of Forward reaction prediction with 1.9M reactions from USPTO patents (1976-2016). Predict the product of the given reaction. (1) Given the reactants [OH:1][C@H:2]1[CH2:7][CH2:6][C@H:5]([N:8]2[C:13](=[O:14])[C:12]([CH2:15][C:16]3[CH:21]=[CH:20][C:19]([C:22]4[C:23]([C:28]#[N:29])=[CH:24][CH:25]=[CH:26][CH:27]=4)=[C:18]([CH3:30])[CH:17]=3)=[C:11]([CH2:31][CH2:32][CH3:33])[N:10]3[N:34]=[C:35]([CH3:37])[N:36]=[C:9]23)[CH2:4][CH2:3]1.[N+](=[CH:40][C:41]([O:43][CH2:44][CH3:45])=[O:42])=[N-].O, predict the reaction product. The product is: [CH2:44]([O:43][C:41](=[O:42])[CH2:40][O:1][C@H:2]1[CH2:7][CH2:6][C@H:5]([N:8]2[C:13](=[O:14])[C:12]([CH2:15][C:16]3[CH:21]=[CH:20][C:19]([C:22]4[CH:27]=[CH:26][CH:25]=[CH:24][C:23]=4[C:28]#[N:29])=[C:18]([CH3:30])[CH:17]=3)=[C:11]([CH2:31][CH2:32][CH3:33])[N:10]3[N:34]=[C:35]([CH3:37])[N:36]=[C:9]23)[CH2:4][CH2:3]1)[CH3:45]. (2) Given the reactants [C:1]([C:3]([C:11]1[S:12][CH:13]=[CH:14][CH:15]=1)([CH:8]([CH3:10])[CH3:9])[CH2:4][CH2:5][CH2:6]I)#[N:2].[Br:16][C:17]1[N:22]=[C:21]([O:23][CH2:24][CH2:25][N:26]2[CH2:31][CH2:30][NH:29][CH2:28][CH2:27]2)[CH:20]=[CH:19][CH:18]=1, predict the reaction product. The product is: [C:1]([C:3]([C:11]1[S:12][CH:13]=[CH:14][CH:15]=1)([CH:8]([CH3:10])[CH3:9])[CH2:4][CH2:5][CH2:6][N:29]1[CH2:30][CH2:31][N:26]([CH2:25][CH2:24][O:23][C:21]2[CH:20]=[CH:19][CH:18]=[C:17]([Br:16])[N:22]=2)[CH2:27][CH2:28]1)#[N:2]. (3) Given the reactants Cl[C:2]1[C:7]([CH:8]([CH3:14])[C:9]([O:11][CH2:12]C)=[O:10])=[CH:6][N:5]=[CH:4][N:3]=1.[Na].[CH3:16][OH:17], predict the reaction product. The product is: [CH3:16][O:17][C:2]1[C:7]([CH:8]([CH3:14])[C:9]([O:11][CH3:12])=[O:10])=[CH:6][N:5]=[CH:4][N:3]=1. (4) Given the reactants [NH2:1][C:2]1[C:11]2[C:6](=[CH:7][C:8]([CH2:12][N:13]3[C:18](=[O:19])[CH2:17][N:16]([C:20](=[O:29])[CH2:21][O:22][C:23]4[S:24][C:25]([Cl:28])=[CH:26][CH:27]=4)[CH2:15][CH:14]3[C:30]([OH:32])=O)=[CH:9][CH:10]=2)[N:5]=[CH:4][N:3]=1.[CH3:33][N:34]1CCOCC1.CN(C(ON1N=NC2C=CC=NC1=2)=[N+](C)C)C.F[P-](F)(F)(F)(F)F.CN.Cl, predict the reaction product. The product is: [CH3:33][NH:34][C:30]([CH:14]1[CH2:15][N:16]([C:20](=[O:29])[CH2:21][O:22][C:23]2[S:24][C:25]([Cl:28])=[CH:26][CH:27]=2)[CH2:17][C:18](=[O:19])[N:13]1[CH2:12][C:8]1[CH:7]=[C:6]2[C:11]([C:2]([NH2:1])=[N:3][CH:4]=[N:5]2)=[CH:10][CH:9]=1)=[O:32].